This data is from Forward reaction prediction with 1.9M reactions from USPTO patents (1976-2016). The task is: Predict the product of the given reaction. (1) Given the reactants C(NC[C:6]1[CH:11]=[CH:10][C:9]([S:12]([O-:14])=[O:13])=[CH:8][CH:7]=1)(=O)C.[Na+].C(=O)([O-])[O-].[Cs+].[Cs+].C[C:23]1(C)[C:49]2[C:44](=[C:45](P(C3C=CC=CC=3)C3C=CC=CC=3)C=CC=2)O[C:25]2[C:26](P(C3C=CC=CC=3)C3C=CC=CC=3)=[CH:27][CH:28]=[CH:29][C:24]1=2.Cl.[N:65]1[CH:66]=[CH:67][N:68]2[CH:73]=[C:72]([C:74]([OH:76])=O)[CH:71]=[CH:70][C:69]=12.F[P-](F)(F)(F)(F)F.[N:84]1(O[P+](N(C)C)(N(C)C)N(C)C)[C:88]2C=CC=CC=2N=N1, predict the reaction product. The product is: [CH:23]1[C:24]2[C:25](=[CH:26][CH:27]=[CH:28][CH:29]=2)[CH:45]=[CH:44][C:49]=1[S:12]([C:9]1[CH:10]=[C:11]([CH:6]=[CH:7][CH:8]=1)[CH2:88][NH:84][C:74]([C:72]1[CH:71]=[CH:70][C:69]2[N:68]([CH:67]=[CH:66][N:65]=2)[CH:73]=1)=[O:76])(=[O:13])=[O:14]. (2) Given the reactants Br[CH2:2][CH2:3][C:4]#[N:5].[NH:6]1[CH2:11][CH2:10][CH:9]([NH:12][C:13](=[O:19])[O:14][C:15]([CH3:18])([CH3:17])[CH3:16])[CH2:8][CH2:7]1, predict the reaction product. The product is: [C:4]([CH2:3][CH2:2][N:6]1[CH2:7][CH2:8][CH:9]([NH:12][C:13](=[O:19])[O:14][C:15]([CH3:16])([CH3:18])[CH3:17])[CH2:10][CH2:11]1)#[N:5].